This data is from Forward reaction prediction with 1.9M reactions from USPTO patents (1976-2016). The task is: Predict the product of the given reaction. The product is: [Cl:15][C:14]1[N:6]([CH2:5][C:4]([OH:16])=[O:3])[N:7]=[C:8]2[C:13]=1[CH:12]=[CH:11][CH:10]=[N:9]2. Given the reactants C([O:3][C:4](=[O:16])[CH2:5][N:6]1[C:14]([Cl:15])=[C:13]2[C:8]([N:9]=[CH:10][CH:11]=[CH:12]2)=[N:7]1)C.[OH-].[Li+], predict the reaction product.